This data is from Experimentally validated miRNA-target interactions with 360,000+ pairs, plus equal number of negative samples. The task is: Binary Classification. Given a miRNA mature sequence and a target amino acid sequence, predict their likelihood of interaction. (1) The protein sequence of the target gene is MARADTGRGLLVLTFCLLSARGELPLPQETTVKLSCDEGPLQVILGPEQAVVLDCTLGATAAGPPTRVTWSKDGDTVLEHENLHLLPNGSLWLSSPLEQEDSDDEEALRIWKVTEGSYSCLAHSPLGVVASQVAVVKLATLEDFSLHPESQIVEENGTARFECHTKGLPAPIITWEKDQVTVPEESRLITLPNGVLQILDVQDSDAGSYRCVATNSARQRFSQEASLTVALRGSLEATRGQDVVIVAAPENTTVVSGQSVVMECVASADPTPFVSWVRQDGKPISTDVIVLGRTNLLIAS.... Result: 0 (no interaction). The miRNA is hsa-miR-374a-5p with sequence UUAUAAUACAACCUGAUAAGUG. (2) The miRNA is mmu-miR-878-3p with sequence GCAUGACACCACACUGGGUAGA. The protein sequence of the target gene is MASKRKSTTPCMIPVKTVVLQDASMEAQPAETLPEGPQQDLPPEASAASSEAAQNPSSTDGSTLANGHRSTLDGYLYSCKYCDFRSHDMTQFVGHMNSEHTDFNKDPTFVCSGCSFLAKTPEGLSLHNATCHSGEASFVWNVAKPDNHVVVEQSIPESTSTPDLAGEPSAEGADGQAEIIITKTPIMKIMKGKAEAKKIHTLKENVPSQPVGEALPKLSTGEMEVREGDHSFINGAVPVSQASASSAKNPHAANGPLIGTVPVLPAGIAQFLSLQQQPPVHAQHHVHQPLPTAKALPKVM.... Result: 0 (no interaction). (3) The miRNA is rno-miR-298-5p with sequence GGCAGAGGAGGGCUGUUCUUCCC. The protein sequence of the target gene is MMQESGSETKSNGSAIQNGSSGGNHLLECGALRDTRSNGEAPAVDLGAADLAHVQQQQQQALQVARQLLLQQQQQQQQQQQQQQQQQQQQQQQQQQQQQQQQQQQQQVSGLKSPKRNDKQPALQVPVSVAMMTPQVITPQQMQQILQQQVLSPQQLQVLLQQQQALMLQQQLQEFYKKQQEQLQLQLLQQQHAGKQPKEQQVATQQLAFQQQLLQMQQLQQQHLLSLQRQGLLTIQPGQPALPLQPLAQGMIPTELQQLWKEVTSAHTAEETTSSNHSSLDLTSTCVSSSAPSKSSLIMN.... Result: 0 (no interaction). (4) The protein sequence of the target gene is MSETSSHDSFYDSLSDVQEEGKSADFFPGLSAFLSQEEINKSLDLARRAIDSSETEDFDSEKEISQIFSKSPISLCETPSHEEPKSGKQTSSERPQDSRRAPVQPLTGDQAERITSPGSKRKPGVSPLLASPSYIRSLRKAEKRGAKNPNPSSKPKTAQQSKAGPQSQLCDKAASFIEELTSIFREAAKPRNRSPNGESSSPDSGYLSPKNQPSALMSASASQSPTADQLDQLEMDAEVKQAQGSLCYQAHQASEETLPLAHIPHPQPQKARHLPTAPRFIQKLRSQEVAEGSRVYLECR.... The miRNA is hsa-miR-3147 with sequence GGUUGGGCAGUGAGGAGGGUGUGA. Result: 0 (no interaction). (5) The miRNA is mmu-miR-337-5p with sequence CGGCGUCAUGCAGGAGUUGAUU. The protein sequence of the target gene is MKRLPLLVVFSTLLNCSYTQNCTKTPCLPNAKCEIRNGIEACYCNMGFSGNGVTICEDDNECGNLTQSCGENANCTNTEGSYYCMCVPGFRSSSNQDRFITNDGTVCIENVNANCHLDNVCIAANINKTLTKIRSIKEPVALLQEVYRNSVTDLSPTDIITYIEILAESSSLLGYKNNTISAKDTLSNSTLTEFVKTVNNFVQRDTFVVWDKLSVNHRRTHLTKLMHTVEQATLRISQSFQKTTEFDTNSTDIALKVFFFDSYNMKHIHPHMNMDGDYINIFPKRKAAYDSNGNVAVAFV.... Result: 0 (no interaction).